Dataset: Peptide-MHC class I binding affinity with 185,985 pairs from IEDB/IMGT. Task: Regression. Given a peptide amino acid sequence and an MHC pseudo amino acid sequence, predict their binding affinity value. This is MHC class I binding data. (1) The peptide sequence is APGWLIWTY. The MHC is HLA-A68:02 with pseudo-sequence HLA-A68:02. The binding affinity (normalized) is 0.0970. (2) The peptide sequence is SSDLRSWTF. The MHC is SLA-10401 with pseudo-sequence SLA-10401. The binding affinity (normalized) is 0.808. (3) The binding affinity (normalized) is 0.929. The MHC is Mamu-B52 with pseudo-sequence Mamu-B52. The peptide sequence is RQFDTAFEF. (4) The peptide sequence is KFYGPFVDR. The MHC is Mamu-A02 with pseudo-sequence Mamu-A02. The binding affinity (normalized) is 0.165.